Dataset: Experimentally validated miRNA-target interactions with 360,000+ pairs, plus equal number of negative samples. Task: Binary Classification. Given a miRNA mature sequence and a target amino acid sequence, predict their likelihood of interaction. (1) The miRNA is hsa-miR-510-3p with sequence AUUGAAACCUCUAAGAGUGGA. The protein sequence of the target gene is MEPRAAAAGEPEPPAASSSFQARLWKNLQLGVGRSKGGGGGRAGGPERRTADTPSPSPPPPVGTGNAPARGSGAGSRWSGFKKRKQVLDRVFSSSQPNLCCSSPEPLEPGGAGRAEQGSTLRRRIREHLLPAVKGPAAASGAAGGTPPGGRSPDSAPSSSSASSSLSSSPQPPPRGDRARDEGARRQGPGAHLCHQKSSSLPGTACLEQLLEPPPPPAEPARSPAESRAPETGEEHGSSQKIINTAGTSNAEVPLADPGMYQLDITLRRGQSLAARDRGGTSDPYVKFKIGGKEVFRSKI.... Result: 1 (interaction). (2) The miRNA is hsa-miR-193b-3p with sequence AACUGGCCCUCAAAGUCCCGCU. The protein sequence of the target gene is MATGDLKRSLRNLEQVLRLLNYPEEVDCVGLIKGDPAASLPIISYSFTSYSPYVTELIMESNVELIAKNDLRFIDAVYKLLRDQFNYKPILTKKQFIQCGFAEWKIQIVCDILNCVMKKHKELSSLQKIPSQQRKKISSGKSEPPLGNEKISAEAVGVDISGRFMTSGKKKAVVIRHLYNEDNVDISEDTLSPITDVNEAVDVSDLNATEIKMPEVKVPEIKAEQQDVNVNPEITALQTMLAECQENLKKLTSIEKRLDCLEQKMKGKVMVDENTWTNLLSRVTLLETEMLLSKKNDEFI.... Result: 1 (interaction).